This data is from Peptide-MHC class I binding affinity with 185,985 pairs from IEDB/IMGT. The task is: Regression. Given a peptide amino acid sequence and an MHC pseudo amino acid sequence, predict their binding affinity value. This is MHC class I binding data. (1) The peptide sequence is QVFKGVVIR. The MHC is HLA-B07:02 with pseudo-sequence HLA-B07:02. The binding affinity (normalized) is 0.0847. (2) The peptide sequence is SVFHEHIFK. The MHC is HLA-A02:03 with pseudo-sequence HLA-A02:03. The binding affinity (normalized) is 0.138. (3) The peptide sequence is LMLADHPEY. The MHC is HLA-B15:01 with pseudo-sequence HLA-B15:01. The binding affinity (normalized) is 0.469. (4) The peptide sequence is RVSRPTTVV. The MHC is HLA-A02:02 with pseudo-sequence HLA-A02:02. The binding affinity (normalized) is 0.193. (5) The peptide sequence is TIPPSRDM. The MHC is Mamu-A01 with pseudo-sequence Mamu-A01. The binding affinity (normalized) is 0.401. (6) The peptide sequence is NMLRIMASL. The MHC is HLA-A24:02 with pseudo-sequence HLA-A24:02. The binding affinity (normalized) is 0.0408. (7) The peptide sequence is LTYQNKVVR. The MHC is HLA-A68:01 with pseudo-sequence HLA-A68:01. The binding affinity (normalized) is 0.646. (8) The peptide sequence is GLIVLPFYK. The MHC is HLA-A30:01 with pseudo-sequence HLA-A30:01. The binding affinity (normalized) is 0.578. (9) The peptide sequence is ILLARLFLY. The MHC is HLA-A02:16 with pseudo-sequence HLA-A02:16. The binding affinity (normalized) is 0.182. (10) The peptide sequence is KTKEYEQVF. The MHC is HLA-B58:02 with pseudo-sequence HLA-B58:02. The binding affinity (normalized) is 0.387.